This data is from Reaction yield outcomes from USPTO patents with 853,638 reactions. The task is: Predict the reaction yield, written as a fraction of the theoretical maximum amount of product (1.0 means a 100% yield; for example, 0.34 means a 34% yield). (1) The reactants are [O:1]=[C:2]1[C:10]2[C:5](=[CH:6][CH:7]=[CH:8][CH:9]=2)[C:4](=[O:11])[N:3]1[CH2:12][CH2:13][CH2:14][C@H:15]1[C:19](=O)[O:18][CH2:17][N:16]1[C:21]([O:23][CH2:24][C:25]1[CH:30]=[CH:29][CH:28]=[CH:27][CH:26]=1)=[O:22].[SiH](CC)(CC)CC.ClC(OC(C)(C)C)=O.Cl. The catalyst is C(Cl)Cl.C1COCC1. The product is [O:11]=[C:4]1[C:5]2[C:10](=[CH:9][CH:8]=[CH:7][CH:6]=2)[C:2](=[O:1])[N:3]1[CH2:12][CH2:13][CH2:14][C@H:15]([N:16]([CH3:17])[C:21](=[O:22])[O:23][CH2:24][C:25]1[CH:26]=[CH:27][CH:28]=[CH:29][CH:30]=1)[CH2:19][OH:18]. The yield is 0.450. (2) The reactants are [OH:1][C:2]1[CH:3]=[C:4]([CH2:8][CH2:9][CH2:10][NH:11][C:12]2[N:17]=[C:16]([CH3:18])[C:15]([C:19]([NH:21][C@@H:22]([CH2:26][NH:27][C:28]([C:30]3[S:31][CH:32]=[CH:33][CH:34]=3)=[O:29])[C:23]([OH:25])=[O:24])=[O:20])=[C:14]([CH3:35])[N:13]=2)[CH:5]=[CH:6][CH:7]=1.S(Cl)(Cl)=O.[CH3:40][CH2:41][CH:42](O)[CH2:43][CH3:44]. The catalyst is O1CCOCC1.CCOC(C)=O. The product is [CH2:41]([CH:42]([O:24][C:23](=[O:25])[C@@H:22]([NH:21][C:19]([C:15]1[C:16]([CH3:18])=[N:17][C:12]([NH:11][CH2:10][CH2:9][CH2:8][C:4]2[CH:5]=[CH:6][CH:7]=[C:2]([OH:1])[CH:3]=2)=[N:13][C:14]=1[CH3:35])=[O:20])[CH2:26][NH:27][C:28]([C:30]1[S:31][CH:32]=[CH:33][CH:34]=1)=[O:29])[CH2:43][CH3:44])[CH3:40]. The yield is 0.380. (3) The reactants are C(OC([N:8]1[CH2:17][CH2:16][C:15]2[C:10](=[CH:11][CH:12]=[C:13]([C:18](=[O:37])[NH:19][C:20]3[NH:24][C:23]4[CH:25]=[CH:26][CH:27]=[C:28]([C:29](=[O:36])[NH:30][C:31]5[NH:32][CH:33]=[CH:34][N:35]=5)[C:22]=4[N:21]=3)[CH:14]=2)[CH2:9]1)=O)(C)(C)C. The catalyst is Cl.O1CCOCC1. The product is [NH:32]1[CH:33]=[CH:34][N:35]=[C:31]1[NH:30][C:29]([C:28]1[C:22]2[N:21]=[C:20]([NH:19][C:18]([C:13]3[CH:14]=[C:15]4[C:10](=[CH:11][CH:12]=3)[CH2:9][NH:8][CH2:17][CH2:16]4)=[O:37])[NH:24][C:23]=2[CH:25]=[CH:26][CH:27]=1)=[O:36]. The yield is 1.00. (4) The reactants are [N+]([O-])([O-])=[O:2].[NH4+].[Ce].[F:7][C:8]1[CH:13]=[CH:12][C:11]([C:14]2[S:15][C:16]3[CH:22]=[C:21]([O:23][CH3:24])[CH:20]=[C:19]([O:25]C)[C:17]=3[N:18]=2)=[CH:10][CH:9]=1. The catalyst is C(OCC)(=O)C. The product is [F:7][C:8]1[CH:13]=[CH:12][C:11]([C:14]2[S:15][C:16]3[C:22](=[O:2])[C:21]([O:23][CH3:24])=[CH:20][C:19](=[O:25])[C:17]=3[N:18]=2)=[CH:10][CH:9]=1. The yield is 0.160. (5) The reactants are [CH2:1]([O:8][C:9]([NH:11][C@@H:12]([CH2:17][CH3:18])[C:13](OC)=[O:14])=[O:10])[C:2]1[CH:7]=[CH:6][CH:5]=[CH:4][CH:3]=1. The catalyst is C1(C)C=CC=CC=1. The product is [O:14]=[CH:13][C@@H:12]([NH:11][C:9](=[O:10])[O:8][CH2:1][C:2]1[CH:7]=[CH:6][CH:5]=[CH:4][CH:3]=1)[CH2:17][CH3:18]. The yield is 0.640. (6) The reactants are [NH2:1][C:2]1[CH:7]=[CH:6][C:5]([OH:8])=[C:4]([C:9]2[N:13]([CH3:14])[N:12]=[CH:11][CH:10]=2)[CH:3]=1.Br[CH2:16][CH2:17][NH:18][C:19](=[O:25])[O:20][C:21]([CH3:24])([CH3:23])[CH3:22].C(=O)([O-])[O-].[K+].[K+]. The catalyst is CC(C)=O. The product is [NH2:1][C:2]1[CH:7]=[CH:6][C:5]([O:8][CH2:16][CH2:17][NH:18][C:19](=[O:25])[O:20][C:21]([CH3:24])([CH3:23])[CH3:22])=[C:4]([C:9]2[N:13]([CH3:14])[N:12]=[CH:11][CH:10]=2)[CH:3]=1. The yield is 0.291. (7) The reactants are [C:1]([C@H:5]1[CH2:10][CH2:9][C@H:8]([O:11][C:12]2[CH:13]=[C:14]3[C:19](=[CH:20][CH:21]=2)[CH:18]=[C:17]([CH:22]([N:27]2[CH2:32][CH2:31][CH:30]([C:33]([O:35]C)=[O:34])[CH2:29][CH2:28]2)[C:23]([F:26])([F:25])[F:24])[CH:16]=[CH:15]3)[CH2:7][CH2:6]1)([CH3:4])([CH3:3])[CH3:2].[OH-].[Na+].O.Cl. The catalyst is CO. The product is [C:1]([C@H:5]1[CH2:10][CH2:9][C@H:8]([O:11][C:12]2[CH:13]=[C:14]3[C:19](=[CH:20][CH:21]=2)[CH:18]=[C:17]([CH:22]([N:27]2[CH2:32][CH2:31][CH:30]([C:33]([OH:35])=[O:34])[CH2:29][CH2:28]2)[C:23]([F:25])([F:26])[F:24])[CH:16]=[CH:15]3)[CH2:7][CH2:6]1)([CH3:4])([CH3:2])[CH3:3]. The yield is 0.800. (8) The reactants are [F:1][C:2]1[N:6]([CH3:7])[N:5]=[C:4]([CH3:8])[C:3]=1[C:9](Cl)=[O:10].[CH:12]1([NH:15][CH:16]([C:19]2[CH:24]=[CH:23][N:22]=[CH:21][CH:20]=2)[CH2:17][CH3:18])[CH2:14][CH2:13]1.C(N(CC)CC)C.ClCCl.CO. The catalyst is ClCCl. The product is [CH:12]1([N:15]([CH:16]([C:19]2[CH:24]=[CH:23][N:22]=[CH:21][CH:20]=2)[CH2:17][CH3:18])[C:9]([C:3]2[C:4]([CH3:8])=[N:5][N:6]([CH3:7])[C:2]=2[F:1])=[O:10])[CH2:14][CH2:13]1. The yield is 0.440. (9) The reactants are [CH:1]1([C:7]2[CH:13]=[CH:12][C:10]([NH2:11])=[CH:9][CH:8]=2)[CH2:6][CH2:5][CH2:4][CH2:3][CH2:2]1.Cl[S:15]([N:18]=C=O)(=[O:17])=[O:16].[Cl-].[Cl-].[Cl-].[Al+3]. The catalyst is [N+](CC)([O-])=O. The product is [NH2:11][C:10]1[CH:9]=[CH:8][C:7]([CH:1]2[CH2:2][CH2:3][CH2:4][CH2:5][CH2:6]2)=[CH:13][C:12]=1[S:15]([NH2:18])(=[O:17])=[O:16]. The yield is 0.310.